Dataset: Catalyst prediction with 721,799 reactions and 888 catalyst types from USPTO. Task: Predict which catalyst facilitates the given reaction. (1) Reactant: Br[C:2]1[CH:7]=[CH:6][C:5]([O:8][C:9]2[CH:14]=[CH:13][C:12]([O:15][C:16]([F:19])([F:18])[F:17])=[CH:11][CH:10]=2)=[CH:4][C:3]=1F.[B:21](OC(C)C)([O:26]C(C)C)[O:22]C(C)C.[Li]CCCC.Cl.[OH-].[Na+]. Product: [F:17][C:16]([F:19])([F:18])[O:15][C:12]1[CH:13]=[CH:14][C:9]([O:8][C:5]2[CH:6]=[CH:7][C:2]([B:21]([OH:26])[OH:22])=[CH:3][CH:4]=2)=[CH:10][CH:11]=1. The catalyst class is: 387. (2) Reactant: C(O[CH:4]1[N:9]2[CH:10]=[CH:11][C:12]([CH3:13])=[C:8]2[C:7](=[O:14])[NH:6][CH:5]1[C:15]([O:17][CH2:18][CH3:19])=[O:16])C.[H-].[Na+].CO.O. Product: [CH3:13][C:12]1[CH:11]=[CH:10][N:9]2[CH:4]=[C:5]([C:15]([O:17][CH2:18][CH3:19])=[O:16])[NH:6][C:7](=[O:14])[C:8]=12. The catalyst class is: 1. (3) Reactant: [CH3:1][O:2][C:3]([N:5]1[C:13]2[C:8](=[C:9]([CH2:15][C:16]([O:18][CH2:19][CH3:20])=[O:17])[C:10]([Cl:14])=[CH:11][CH:12]=2)[CH:7]=[C:6]1[CH3:21])=[O:4].[Se](O)(O)=[O:23]. Product: [CH3:1][O:2][C:3]([N:5]1[C:13]2[C:8](=[C:9]([CH2:15][C:16]([O:18][CH2:19][CH3:20])=[O:17])[C:10]([Cl:14])=[CH:11][CH:12]=2)[CH:7]=[C:6]1[CH:21]=[O:23])=[O:4]. The catalyst class is: 225.